From a dataset of Forward reaction prediction with 1.9M reactions from USPTO patents (1976-2016). Predict the product of the given reaction. (1) Given the reactants [CH3:1][C:2]([CH3:62])([CH3:61])[C@H:3]([N:45]1[CH2:49][CH2:48][N:47]([CH2:50][C:51]2[CH:56]=[CH:55][CH:54]=[C:53]([N+:57]([O-])=O)[CH:52]=2)[C:46]1=[O:60])[C:4]([NH:6][C@@H:7]([CH2:38][C:39]1[CH:44]=[CH:43][CH:42]=[CH:41][CH:40]=1)[C@@H:8]([OH:37])[CH2:9][C@@H:10]([NH:24][C:25]([C@@H:27]([NH:32][C:33](=[O:36])[O:34][CH3:35])[C:28]([CH3:31])([CH3:30])[CH3:29])=[O:26])[CH2:11][C:12]1[CH:17]=[CH:16][C:15]([C:18]2[CH:23]=[CH:22][CH:21]=[CH:20][N:19]=2)=[CH:14][CH:13]=1)=[O:5], predict the reaction product. The product is: [NH2:57][C:53]1[CH:52]=[C:51]([CH:56]=[CH:55][CH:54]=1)[CH2:50][N:47]1[CH2:48][CH2:49][N:45]([C@@H:3]([C:2]([CH3:61])([CH3:1])[CH3:62])[C:4]([NH:6][C@@H:7]([CH2:38][C:39]2[CH:44]=[CH:43][CH:42]=[CH:41][CH:40]=2)[C@@H:8]([OH:37])[CH2:9][C@@H:10]([NH:24][C:25]([C@@H:27]([NH:32][C:33](=[O:36])[O:34][CH3:35])[C:28]([CH3:31])([CH3:30])[CH3:29])=[O:26])[CH2:11][C:12]2[CH:13]=[CH:14][C:15]([C:18]3[CH:23]=[CH:22][CH:21]=[CH:20][N:19]=3)=[CH:16][CH:17]=2)=[O:5])[C:46]1=[O:60]. (2) Given the reactants [Cl:1][C:2]1[CH:11]=[CH:10][C:9]2[CH2:8][CH2:7][CH2:6][CH:5]([OH:12])[C:4]=2[N:3]=1.ClC1C=CC=C(C(OO)=[O:21])C=1, predict the reaction product. The product is: [Cl:1][C:2]1[CH:11]=[CH:10][C:9]2[CH2:8][CH2:7][CH2:6][CH:5]([OH:12])[C:4]=2[N+:3]=1[O-:21]. (3) Given the reactants [OH:1][CH:2]1[CH2:7][CH2:6][N:5](C(OC(C)(C)C)=O)[CH2:4][CH2:3]1.[C:15]1([C:21]2[CH:26]=[CH:25][C:24](O)=[CH:23][CH:22]=2)[CH:20]=[CH:19][CH:18]=[CH:17][CH:16]=1.C1(P(C2C=CC=CC=2)C2C=CC=CC=2)C=CC=CC=1.N(C(OC(C)(C)C)=O)=NC(OC(C)(C)C)=O.[CH2:63]([Cl:65])[Cl:64], predict the reaction product. The product is: [NH3:5].[CH2:63]([Cl:65])[Cl:64].[C:15]1([C:21]2[CH:22]=[CH:23][CH:24]=[CH:25][CH:26]=2)[CH:20]=[CH:19][C:18]([O:1][CH:2]2[CH2:3][CH2:4][NH:5][CH2:6][CH2:7]2)=[CH:17][CH:16]=1. (4) Given the reactants [F:1][C:2]1[CH:3]=[CH:4][C:5]([C:41]([F:44])([F:43])[F:42])=[C:6]([CH:40]=1)[C:7]([N:9]1[CH2:14][CH2:13][N:12]([C:15](=[O:39])[CH2:16][NH:17][C:18]([C:20]2[CH:24]=[C:23]([C:25]3[CH:30]=[CH:29][CH:28]=[CH:27][C:26]=3[O:31]CC3C=CC=CC=3)[NH:22][N:21]=2)=[O:19])[CH2:11][CH2:10]1)=[O:8], predict the reaction product. The product is: [F:1][C:2]1[CH:3]=[CH:4][C:5]([C:41]([F:44])([F:42])[F:43])=[C:6]([CH:40]=1)[C:7]([N:9]1[CH2:14][CH2:13][N:12]([C:15](=[O:39])[CH2:16][NH:17][C:18]([C:20]2[CH:24]=[C:23]([C:25]3[CH:30]=[CH:29][CH:28]=[CH:27][C:26]=3[OH:31])[NH:22][N:21]=2)=[O:19])[CH2:11][CH2:10]1)=[O:8]. (5) Given the reactants [F:1][C:2]1[CH:7]=[CH:6][CH:5]=[CH:4][C:3]=1[C:8]([C:10]1[CH:15]=[CH:14][C:13]([OH:16])=[CH:12][CH:11]=1)=[O:9].[CH2:17](O[C:21]1[CH:22]=[CH:23][C:18]([C:17](C2C=CC=CC=2)=O)=[CH:19][CH:20]=1)[C:18]1[CH:23]=[CH:22][CH:21]=[CH:20][CH:19]=1, predict the reaction product. The product is: [CH2:17]([O:16][C:13]1[CH:12]=[CH:11][C:10]([C:8]([C:3]2[CH:4]=[CH:5][CH:6]=[CH:7][C:2]=2[F:1])=[O:9])=[CH:15][CH:14]=1)[C:18]1[CH:23]=[CH:22][CH:21]=[CH:20][CH:19]=1. (6) Given the reactants [F:1][C:2]1[CH:7]=[CH:6][C:5]([C:8]2[CH:12]=[CH:11][N:10]([C:13]3[N:34]=[CH:33][CH:32]=[CH:31][C:14]=3[C:15]([NH:17][CH:18]([CH2:24][C:25]3[CH:30]=[CH:29][CH:28]=[CH:27][CH:26]=3)[CH:19]([OH:23])[C:20](O)=[O:21])=[O:16])[N:9]=2)=[CH:4][CH:3]=1.[N:35]1[CH:40]=[CH:39][CH:38]=[CH:37][C:36]=1[CH2:41][NH2:42], predict the reaction product. The product is: [F:1][C:2]1[CH:3]=[CH:4][C:5]([C:8]2[CH:12]=[CH:11][N:10]([C:13]3[N:34]=[CH:33][CH:32]=[CH:31][C:14]=3[C:15]([NH:17][CH:18]([CH:19]([OH:23])[C:20](=[O:21])[NH:42][CH2:41][C:36]3[CH:37]=[CH:38][CH:39]=[CH:40][N:35]=3)[CH2:24][C:25]3[CH:26]=[CH:27][CH:28]=[CH:29][CH:30]=3)=[O:16])[N:9]=2)=[CH:6][CH:7]=1. (7) Given the reactants CN(C(ON1N=NC2C=CC=NC1=2)=[N+](C)C)C.F[P-](F)(F)(F)(F)F.[Cl:25][C:26]1[CH:27]=[C:28]([CH:31]=[C:32]([O:34][C:35]2[C:40]([Cl:41])=[CH:39][CH:38]=[C:37]([CH2:42][NH:43][CH3:44])[C:36]=2[F:45])[CH:33]=1)[C:29]#[N:30].[NH:46]1[CH:50]=[CH:49][N:48]=[C:47]1[C:51]([OH:53])=O.C([O-])(O)=O.[Na+], predict the reaction product. The product is: [Cl:41][C:40]1[CH:39]=[CH:38][C:37]([CH2:42][N:43]([CH3:44])[C:51]([C:47]2[NH:46][CH:50]=[CH:49][N:48]=2)=[O:53])=[C:36]([F:45])[C:35]=1[O:34][C:32]1[CH:31]=[C:28]([C:29]#[N:30])[CH:27]=[C:26]([Cl:25])[CH:33]=1.